Predict the reaction yield, written as a fraction of the theoretical maximum amount of product (1.0 means a 100% yield; for example, 0.34 means a 34% yield). From a dataset of Reaction yield outcomes from USPTO patents with 853,638 reactions. (1) The reactants are [Cl:1][C:2]1[N:7]=[C:6](Cl)[CH:5]=[CH:4][N:3]=1.[CH:9]1([C:12]2[CH:16]=[C:15]([NH2:17])[NH:14][N:13]=2)[CH2:11][CH2:10]1. The catalyst is CCO. The product is [Cl:1][C:2]1[N:7]=[C:6]([NH:17][C:15]2[CH:16]=[C:12]([CH:9]3[CH2:11][CH2:10]3)[NH:13][N:14]=2)[CH:5]=[CH:4][N:3]=1. The yield is 0.450. (2) The reactants are [CH:1]1([C:4]2[C:5]([N:24]([C:29]3[CH:30]=[CH:31][C:32]([N+:39]([O-:41])=[O:40])=[C:33]([CH2:35][C:36]([OH:38])=[O:37])[CH:34]=3)[S:25]([CH3:28])(=[O:27])=[O:26])=[CH:6][C:7]3[O:11][C:10]([C:12]4[CH:17]=[CH:16][C:15]([F:18])=[CH:14][CH:13]=4)=[C:9]([C:19](=[O:22])[NH:20][CH3:21])[C:8]=3[CH:23]=2)[CH2:3][CH2:2]1.[Si](C=[N+]=[N-])(C)(C)[CH3:43].CCCCCC. The catalyst is CN(C=O)C.CO.O. The product is [CH:1]1([C:4]2[C:5]([N:24]([C:29]3[CH:30]=[CH:31][C:32]([N+:39]([O-:41])=[O:40])=[C:33]([CH2:35][C:36]([O:38][CH3:43])=[O:37])[CH:34]=3)[S:25]([CH3:28])(=[O:27])=[O:26])=[CH:6][C:7]3[O:11][C:10]([C:12]4[CH:17]=[CH:16][C:15]([F:18])=[CH:14][CH:13]=4)=[C:9]([C:19](=[O:22])[NH:20][CH3:21])[C:8]=3[CH:23]=2)[CH2:3][CH2:2]1. The yield is 0.700. (3) The reactants are [C:1]([N:4]1[C:13]2[C:8](=[CH:9][C:10]([C:14]3[CH:15]=[N:16][N:17]([CH:19]4[CH2:22][O:21][CH2:20]4)[CH:18]=3)=[CH:11][CH:12]=2)[N:7]([C:23](Cl)=[O:24])[CH2:6][C@@H:5]1[CH3:26])(=[O:3])[CH3:2].[N:27]1[CH:32]=[CH:31][CH:30]=[C:29]([OH:33])[CH:28]=1.N1C=CC=CC=1. The catalyst is ClCCCl. The product is [C:1]([N:4]1[C:13]2[C:8](=[CH:9][C:10]([C:14]3[CH:15]=[N:16][N:17]([CH:19]4[CH2:22][O:21][CH2:20]4)[CH:18]=3)=[CH:11][CH:12]=2)[N:7]([C:23]([O:33][C:29]2[CH:28]=[N:27][CH:32]=[CH:31][CH:30]=2)=[O:24])[CH2:6][C@@H:5]1[CH3:26])(=[O:3])[CH3:2]. The yield is 0.460. (4) The reactants are C[O:2][C:3](=O)[CH:4]([F:12])[C:5]1([CH2:10][CH3:11])[O:9][CH2:8][CH2:7][O:6]1.Cl.[NH2:15][OH:16].CO[Na]. The catalyst is N1C=CC=CC=1. The product is [CH2:10]([C:5]1([CH:4]([F:12])[C:3]([NH:15][OH:16])=[O:2])[O:9][CH2:8][CH2:7][O:6]1)[CH3:11]. The yield is 0.400. (5) The reactants are [F:1][C:2]1[CH:7]=[C:6]([CH2:8][C:9]2[C:14](=[O:15])[NH:13][C:12]([CH3:16])=[N:11][C:10]=2[CH2:17][CH2:18][CH3:19])[CH:5]=[CH:4][C:3]=1[C:20]1[C:21]([C:26]#[N:27])=[CH:22][CH:23]=[CH:24][CH:25]=1.[CH3:28][C:29]1([CH3:41])[CH2:33][C:32]2[CH:34]=[C:35](B(O)O)[CH:36]=[CH:37][C:31]=2[O:30]1.N1C=CC=CC=1.C(N(CC)CC)C. The catalyst is C([O-])(=O)C.[Cu+2].C([O-])(=O)C.C(OCC)(=O)C.C(Cl)Cl. The product is [CH3:28][C:29]1([CH3:41])[CH2:33][C:32]2[CH:34]=[C:35]([N:13]3[C:14](=[O:15])[C:9]([CH2:8][C:6]4[CH:5]=[CH:4][C:3]([C:20]5[C:21]([C:26]#[N:27])=[CH:22][CH:23]=[CH:24][CH:25]=5)=[C:2]([F:1])[CH:7]=4)=[C:10]([CH2:17][CH2:18][CH3:19])[N:11]=[C:12]3[CH3:16])[CH:36]=[CH:37][C:31]=2[O:30]1. The yield is 0.690. (6) The reactants are [F:1][C:2]1([F:33])[O:6][C:5]2[CH:7]=[CH:8][C:9]([C:11]3([C:14]([NH:16][C:17]4[N:22]=[C:21]([C:23]5[C:24]([O:30]C)=[N:25][CH:26]=[C:27]([F:29])[CH:28]=5)[C:20]([CH3:32])=[CH:19][CH:18]=4)=[O:15])[CH2:13][CH2:12]3)=[CH:10][C:4]=2[O:3]1.I[Si](C)(C)C. The catalyst is C(Cl)(Cl)Cl. The product is [F:33][C:2]1([F:1])[O:6][C:5]2[CH:7]=[CH:8][C:9]([C:11]3([C:14]([NH:16][C:17]4[CH:18]=[CH:19][C:20]([CH3:32])=[C:21]([C:23]5[C:24](=[O:30])[NH:25][CH:26]=[C:27]([F:29])[CH:28]=5)[N:22]=4)=[O:15])[CH2:12][CH2:13]3)=[CH:10][C:4]=2[O:3]1. The yield is 0.470.